Task: Regression. Given two drug SMILES strings and cell line genomic features, predict the synergy score measuring deviation from expected non-interaction effect.. Dataset: NCI-60 drug combinations with 297,098 pairs across 59 cell lines (1) Synergy scores: CSS=33.9, Synergy_ZIP=1.08, Synergy_Bliss=0.532, Synergy_Loewe=-46.1, Synergy_HSA=-0.106. Cell line: OVCAR-4. Drug 2: C1=NC2=C(N=C(N=C2N1C3C(C(C(O3)CO)O)O)F)N. Drug 1: CC1=C2C(C(=O)C3(C(CC4C(C3C(C(C2(C)C)(CC1OC(=O)C(C(C5=CC=CC=C5)NC(=O)OC(C)(C)C)O)O)OC(=O)C6=CC=CC=C6)(CO4)OC(=O)C)OC)C)OC. (2) Drug 1: CC(CN1CC(=O)NC(=O)C1)N2CC(=O)NC(=O)C2. Drug 2: CS(=O)(=O)CCNCC1=CC=C(O1)C2=CC3=C(C=C2)N=CN=C3NC4=CC(=C(C=C4)OCC5=CC(=CC=C5)F)Cl. Cell line: NCI/ADR-RES. Synergy scores: CSS=4.58, Synergy_ZIP=-2.68, Synergy_Bliss=4.08, Synergy_Loewe=-4.47, Synergy_HSA=3.42. (3) Drug 1: CCN(CC)CCCC(C)NC1=C2C=C(C=CC2=NC3=C1C=CC(=C3)Cl)OC. Drug 2: COC1=C2C(=CC3=C1OC=C3)C=CC(=O)O2. Cell line: T-47D. Synergy scores: CSS=22.7, Synergy_ZIP=3.29, Synergy_Bliss=3.95, Synergy_Loewe=8.73, Synergy_HSA=4.77. (4) Drug 1: C1=CC(=C2C(=C1NCCNCCO)C(=O)C3=C(C=CC(=C3C2=O)O)O)NCCNCCO. Drug 2: C1=CN(C=N1)CC(O)(P(=O)(O)O)P(=O)(O)O. Cell line: COLO 205. Synergy scores: CSS=1.35, Synergy_ZIP=-14.0, Synergy_Bliss=-38.2, Synergy_Loewe=-65.3, Synergy_HSA=-38.9. (5) Drug 1: CC1=CC=C(C=C1)C2=CC(=NN2C3=CC=C(C=C3)S(=O)(=O)N)C(F)(F)F. Drug 2: C1C(C(OC1N2C=C(C(=O)NC2=O)F)CO)O. Cell line: UO-31. Synergy scores: CSS=42.8, Synergy_ZIP=-0.645, Synergy_Bliss=-0.883, Synergy_Loewe=-49.4, Synergy_HSA=-1.66. (6) Drug 1: CN1C(=O)N2C=NC(=C2N=N1)C(=O)N. Drug 2: CC1C(C(CC(O1)OC2CC(CC3=C2C(=C4C(=C3O)C(=O)C5=CC=CC=C5C4=O)O)(C(=O)C)O)N)O. Cell line: M14. Synergy scores: CSS=41.1, Synergy_ZIP=-3.86, Synergy_Bliss=-3.22, Synergy_Loewe=-3.04, Synergy_HSA=-1.66. (7) Drug 1: C1CCN(CC1)CCOC2=CC=C(C=C2)C(=O)C3=C(SC4=C3C=CC(=C4)O)C5=CC=C(C=C5)O. Drug 2: CN(C)N=NC1=C(NC=N1)C(=O)N. Cell line: SK-MEL-5. Synergy scores: CSS=-6.34, Synergy_ZIP=2.40, Synergy_Bliss=3.16, Synergy_Loewe=-5.97, Synergy_HSA=-5.11. (8) Drug 1: C1=CC=C(C=C1)NC(=O)CCCCCCC(=O)NO. Drug 2: COC1=C2C(=CC3=C1OC=C3)C=CC(=O)O2. Cell line: HS 578T. Synergy scores: CSS=20.0, Synergy_ZIP=-6.10, Synergy_Bliss=-6.48, Synergy_Loewe=-14.5, Synergy_HSA=-0.913. (9) Drug 1: CS(=O)(=O)C1=CC(=C(C=C1)C(=O)NC2=CC(=C(C=C2)Cl)C3=CC=CC=N3)Cl. Drug 2: CC1=C(C=C(C=C1)NC2=NC=CC(=N2)N(C)C3=CC4=NN(C(=C4C=C3)C)C)S(=O)(=O)N.Cl. Cell line: MCF7. Synergy scores: CSS=5.03, Synergy_ZIP=2.70, Synergy_Bliss=12.0, Synergy_Loewe=4.74, Synergy_HSA=9.11.